Task: Predict the reaction yield, written as a fraction of the theoretical maximum amount of product (1.0 means a 100% yield; for example, 0.34 means a 34% yield).. Dataset: Reaction yield outcomes from USPTO patents with 853,638 reactions (1) The reactants are [F:1][C:2]1[CH:7]=[CH:6][CH:5]=[CH:4][C:3]=1[C:8]1[CH:16]=[CH:15][CH:14]=[C:13]2[C:9]=1[CH2:10][C:11](=[O:17])[NH:12]2.[CH2:18]([N:20]([CH2:35][CH3:36])[CH2:21][CH2:22][NH:23][C:24]([C:26]1[C:30]([CH3:31])=[C:29]([CH:32]=O)[NH:28][C:27]=1[CH3:34])=[O:25])[CH3:19]. The catalyst is C(O)C.N1CCCCC1. The product is [CH2:35]([N:20]([CH2:18][CH3:19])[CH2:21][CH2:22][NH:23][C:24]([C:26]1[C:30]([CH3:31])=[C:29]([CH:32]=[C:10]2[C:9]3[C:13](=[CH:14][CH:15]=[CH:16][C:8]=3[C:3]3[CH:4]=[CH:5][CH:6]=[CH:7][C:2]=3[F:1])[NH:12][C:11]2=[O:17])[NH:28][C:27]=1[CH3:34])=[O:25])[CH3:36]. The yield is 0.830. (2) The reactants are Cl[C:2]1[N:3]=[C:4]([NH:19][CH3:20])[C:5]2[CH2:10][CH2:9][CH:8]([C:11]3[CH:16]=[CH:15][C:14]([F:17])=[CH:13][C:12]=3[F:18])[C:6]=2[N:7]=1.[Cl:21][C:22]1[N:23]=[CH:24][N:25]([C:27]2[CH:33]=[CH:32][C:30]([NH2:31])=[CH:29][C:28]=2[O:34][CH3:35])[CH:26]=1. The catalyst is C1COCC1.C(O)(=O)C. The product is [Cl:21][C:22]1[N:23]=[CH:24][N:25]([C:27]2[CH:33]=[CH:32][C:30]([NH:31][C:2]3[N:3]=[C:4]([NH:19][CH3:20])[C:5]4[CH2:10][CH2:9][CH:8]([C:11]5[CH:16]=[CH:15][C:14]([F:17])=[CH:13][C:12]=5[F:18])[C:6]=4[N:7]=3)=[CH:29][C:28]=2[O:34][CH3:35])[CH:26]=1. The yield is 0.596. (3) The reactants are Br[C:2]1[CH:3]=[C:4]([N:22]([CH2:29][CH3:30])[CH:23]2[CH2:28][CH2:27][O:26][CH2:25][CH2:24]2)[C:5]([CH3:21])=[C:6]([CH:20]=1)[C:7]([NH:9][CH2:10][C:11]1[C:12](=[O:19])[NH:13][C:14]([CH3:18])=[CH:15][C:16]=1[CH3:17])=[O:8].[O:31]1[CH2:36][CH2:35][N:34]([CH2:37][C:38]2[CH:43]=[CH:42][C:41](B3OC(C)(C)C(C)(C)O3)=[CH:40][CH:39]=2)[CH2:33][CH2:32]1.C([O-])([O-])=O.[Na+].[Na+].O1CCO[CH2:61][CH2:60]1.O. The catalyst is O.C1C=CC([P]([Pd]([P](C2C=CC=CC=2)(C2C=CC=CC=2)C2C=CC=CC=2)([P](C2C=CC=CC=2)(C2C=CC=CC=2)C2C=CC=CC=2)[P](C2C=CC=CC=2)(C2C=CC=CC=2)C2C=CC=CC=2)(C2C=CC=CC=2)C2C=CC=CC=2)=CC=1. The product is [CH2:29]([N:22]([CH:23]1[CH2:28][CH2:27][O:26][CH2:25][CH2:24]1)[C:4]1[C:5]([CH3:21])=[C:6]([C:7]([NH:9][CH2:10][C:11]2[C:12](=[O:19])[NH:13][C:14]([CH3:18])=[CH:15][C:16]=2[CH2:17][CH2:60][CH3:61])=[O:8])[CH:20]=[C:2]([C:41]2[CH:40]=[CH:39][C:38]([CH2:37][N:34]3[CH2:35][CH2:36][O:31][CH2:32][CH2:33]3)=[CH:43][CH:42]=2)[CH:3]=1)[CH3:30]. The yield is 0.700. (4) The reactants are C(N(CC)CC)C.Cl.[CH3:9][NH:10][CH2:11][C:12]1[CH:20]=[CH:19][CH:18]=[C:17]2[C:13]=1[CH2:14][N:15]([CH:22]1[CH2:27][CH2:26][C:25](=[O:28])[NH:24][C:23]1=[O:29])[C:16]2=[O:21].[C:30]1([N:36]=[C:37]=[O:38])[CH:35]=[CH:34][CH:33]=[CH:32][CH:31]=1. The catalyst is C1COCC1. The product is [O:29]=[C:23]1[CH:22]([N:15]2[CH2:14][C:13]3[C:17](=[CH:18][CH:19]=[CH:20][C:12]=3[CH2:11][N:10]([CH3:9])[C:37]([NH:36][C:30]3[CH:35]=[CH:34][CH:33]=[CH:32][CH:31]=3)=[O:38])[C:16]2=[O:21])[CH2:27][CH2:26][C:25](=[O:28])[NH:24]1. The yield is 0.450. (5) The reactants are Cl[CH2:2][CH2:3][NH:4][C:5]([N:7]1[CH:13]([CH3:14])[CH2:12][C:11]2[CH:15]=[C:16]3[O:21][CH2:20][O:19][C:17]3=[CH:18][C:10]=2[C:9]([C:22]2[CH:27]=[CH:26][C:25]([N+:28]([O-:30])=[O:29])=[CH:24][CH:23]=2)=[N:8]1)=[O:6].C(=O)([O-])[O-].[K+].[K+].[I-].[Na+].CN(C)C=O. The catalyst is O. The product is [O:6]1[CH2:2][CH2:3][N:4]=[C:5]1[N:7]1[CH:13]([CH3:14])[CH2:12][C:11]2[CH:15]=[C:16]3[O:21][CH2:20][O:19][C:17]3=[CH:18][C:10]=2[C:9]([C:22]2[CH:27]=[CH:26][C:25]([N+:28]([O-:30])=[O:29])=[CH:24][CH:23]=2)=[N:8]1. The yield is 0.760.